Dataset: Forward reaction prediction with 1.9M reactions from USPTO patents (1976-2016). Task: Predict the product of the given reaction. (1) The product is: [CH:14]1[C:15]2[C:10](=[CH:9][C:8]3[C:3]([C:2]=2[C:19]2[C:20]4=[CH:33][CH:32]=[C:31]5[C:22]([CH:23]=[C:24]6[C:29]([CH:28]=[CH:27][CH:26]=[CH:25]6)=[CH:30]5)=[C:21]4[CH:16]=[CH:17][CH:18]=2)=[CH:4][CH:5]=[CH:6][CH:7]=3)[CH:11]=[CH:12][CH:13]=1. Given the reactants Br[C:2]1[C:3]2[C:8]([CH:9]=[C:10]3[C:15]=1[CH:14]=[CH:13][CH:12]=[CH:11]3)=[CH:7][CH:6]=[CH:5][CH:4]=2.[CH:16]1[C:21]2=[C:22]3[C:31](=[CH:32][CH:33]=[C:20]2[CH:19]=[CH:18][C:17]=1B(O)O)[CH:30]=[C:29]1[C:24]([CH:25]=[CH:26][CH:27]=[CH:28]1)=[CH:23]3.[O-]P([O-])([O-])=O.[K+].[K+].[K+].C(P(C(C)(C)C)C(C)(C)C)(C)(C)C, predict the reaction product. (2) Given the reactants [F:1][C:2]1[CH:14]=[C:13]([CH2:15]O)[CH:12]=[C:11]([O:17][CH3:18])[C:3]=1[O:4][CH2:5][C:6]([O:8][CH2:9][CH3:10])=[O:7].P(Br)(Br)[Br:20], predict the reaction product. The product is: [Br:20][CH2:15][C:13]1[CH:12]=[C:11]([O:17][CH3:18])[C:3]([O:4][CH2:5][C:6]([O:8][CH2:9][CH3:10])=[O:7])=[C:2]([F:1])[CH:14]=1. (3) Given the reactants [Cl:1][C:2]1[CH:3]=[C:4]2[C:8](=[CH:9][CH:10]=1)[N:7]([CH2:11][C:12]([O:14]C)=[O:13])[C:6]([CH3:16])=[C:5]2[CH2:17][C:18]1[CH:23]=[CH:22][C:21](=[O:24])[N:20]([CH2:25][C:26]2[CH:31]=[CH:30][C:29]([F:32])=[CH:28][C:27]=2[F:33])[CH:19]=1.O.[OH-].[Li+], predict the reaction product. The product is: [Cl:1][C:2]1[CH:3]=[C:4]2[C:8](=[CH:9][CH:10]=1)[N:7]([CH2:11][C:12]([OH:14])=[O:13])[C:6]([CH3:16])=[C:5]2[CH2:17][C:18]1[CH:23]=[CH:22][C:21](=[O:24])[N:20]([CH2:25][C:26]2[CH:31]=[CH:30][C:29]([F:32])=[CH:28][C:27]=2[F:33])[CH:19]=1. (4) Given the reactants [NH2:1][C:2]1[C:3]([C:27]#[N:28])=[C:4]([CH:24]=[CH:25][CH:26]=1)[O:5][CH2:6][C:7]([CH3:23])([CH3:22])[CH2:8][NH:9][C:10]([NH:12][CH2:13][C:14]1[CH:19]=[CH:18][C:17]([O:20][CH3:21])=[CH:16][CH:15]=1)=[O:11].[S:29](Cl)(=[O:32])(=[O:31])[NH2:30], predict the reaction product. The product is: [S:29]([NH:1][C:2]1[C:3]([C:27]#[N:28])=[C:4]([CH:24]=[CH:25][CH:26]=1)[O:5][CH2:6][C:7]([CH3:23])([CH3:22])[CH2:8][NH:9][C:10]([NH:12][CH2:13][C:14]1[CH:15]=[CH:16][C:17]([O:20][CH3:21])=[CH:18][CH:19]=1)=[O:11])(=[O:32])(=[O:31])[NH2:30]. (5) Given the reactants O[CH2:2][CH2:3][S:4]([C:7]1[CH:12]=[CH:11][C:10]([OH:13])=[CH:9][CH:8]=1)(=[O:6])=[O:5].N1C=CC=CC=1.S(Cl)([Cl:22])=O, predict the reaction product. The product is: [Cl:22][CH2:2][CH2:3][S:4]([C:7]1[CH:12]=[CH:11][C:10]([OH:13])=[CH:9][CH:8]=1)(=[O:6])=[O:5]. (6) Given the reactants [Cl:1][C:2]1[CH:11]=[CH:10][C:5]2[C:6](=[O:9])[NH:7][S:8][C:4]=2[CH:3]=1.[CH2:12]([N:16]=[C:17]=[O:18])[CH2:13][CH2:14][CH3:15], predict the reaction product. The product is: [CH2:12]([NH:16][C:17]([N:7]1[C:6](=[O:9])[C:5]2[CH:10]=[CH:11][C:2]([Cl:1])=[CH:3][C:4]=2[S:8]1)=[O:18])[CH2:13][CH2:14][CH3:15].